From a dataset of Forward reaction prediction with 1.9M reactions from USPTO patents (1976-2016). Predict the product of the given reaction. Given the reactants C(OC([N:8]1[C@H:12]([C@H:13]([OH:45])/[CH:14]=[CH:15]/[CH2:16][CH2:17][CH2:18][CH2:19][CH2:20][CH2:21][CH2:22][CH2:23][CH2:24][CH2:25][O:26][C:27]([C:29]2[C:42]3[C:43]4=[C:44]5[C:39](=[CH:40][CH:41]=3)[CH:38]=[CH:37][CH:36]=[C:35]5[CH:34]=[CH:33][C:32]4=[CH:31][CH:30]=2)=[O:28])[CH2:11][O:10]C1(C)C)=O)(C)(C)C.C(O)(C(F)(F)F)=O, predict the reaction product. The product is: [NH2:8][C@@H:12]([CH2:11][OH:10])[C@H:13]([OH:45])/[CH:14]=[CH:15]/[CH2:16][CH2:17][CH2:18][CH2:19][CH2:20][CH2:21][CH2:22][CH2:23][CH2:24][CH2:25][O:26][C:27]([C:29]1[C:42]2[C:43]3=[C:44]4[C:39](=[CH:40][CH:41]=2)[CH:38]=[CH:37][CH:36]=[C:35]4[CH:34]=[CH:33][C:32]3=[CH:31][CH:30]=1)=[O:28].